Dataset: Retrosynthesis with 50K atom-mapped reactions and 10 reaction types from USPTO. Task: Predict the reactants needed to synthesize the given product. Given the product O=C1c2ccccc2C(=O)N1C[C@@H]1[C@H]2CC(F)(F)C[C@H]2CN1Cc1ccccc1, predict the reactants needed to synthesize it. The reactants are: O=C1NC(=O)c2ccccc21.OCC1C2CC(F)(F)CC2CN1Cc1ccccc1.